From a dataset of Forward reaction prediction with 1.9M reactions from USPTO patents (1976-2016). Predict the product of the given reaction. (1) Given the reactants FC(F)(F)C(O)=O.[NH2:8][C@H:9]([C:19]1[C:24]([C:25]2[CH:26]=[C:27]([CH:31]=[CH:32][CH:33]=2)[C:28]([NH2:30])=[O:29])=[CH:23][CH:22]=[CH:21][N:20]=1)[CH2:10][C:11]1[CH:16]=[C:15]([F:17])[CH:14]=[C:13]([F:18])[CH:12]=1.[NH2:34][C:35]1[N:36]=[CH:37][C:38]2[CH:43]=[CH:42][N:41]([CH2:44][C:45](OCC)=[O:46])[C:39]=2[N:40]=1, predict the reaction product. The product is: [NH2:34][C:35]1[N:36]=[CH:37][C:38]2[CH:43]=[CH:42][N:41]([CH2:44][C:45]([NH:8][C@H:9]([C:19]3[C:24]([C:25]4[CH:26]=[C:27]([CH:31]=[CH:32][CH:33]=4)[C:28]([NH2:30])=[O:29])=[CH:23][CH:22]=[CH:21][N:20]=3)[CH2:10][C:11]3[CH:12]=[C:13]([F:18])[CH:14]=[C:15]([F:17])[CH:16]=3)=[O:46])[C:39]=2[N:40]=1. (2) Given the reactants [CH:1]([C:4]1[CH:11]=[CH:10][C:7]([CH2:8][OH:9])=[CH:6][CH:5]=1)([CH3:3])[CH3:2].[Cl:12][C:13]1[CH:14]=[C:15]([CH2:20][C:21]([O:23][CH3:24])=[O:22])[CH:16]=[CH:17][C:18]=1O.C1(P(C2C=CC=CC=2)C2C=CC=CC=2)C=CC=CC=1.N(C(OC(C)C)=O)=NC(OC(C)C)=O, predict the reaction product. The product is: [Cl:12][C:13]1[CH:14]=[C:15]([CH2:20][C:21]([O:23][CH3:24])=[O:22])[CH:16]=[CH:17][C:18]=1[O:9][CH2:8][C:7]1[CH:6]=[CH:5][C:4]([CH:1]([CH3:3])[CH3:2])=[CH:11][CH:10]=1. (3) Given the reactants C([O:3][C:4]([C:6]1[S:7][CH:8]=[C:9]([Br:11])[N:10]=1)=O)C.[CH3:12][NH2:13], predict the reaction product. The product is: [CH3:12][NH:13][C:4]([C:6]1[S:7][CH:8]=[C:9]([Br:11])[N:10]=1)=[O:3]. (4) Given the reactants [O:1]1[CH2:6][CH2:5][CH2:4][C:3](=O)[CH2:2]1.[NH:8]1[CH2:13][CH2:12][O:11][CH2:10][CH2:9]1.O, predict the reaction product. The product is: [O:1]1[CH:2]=[C:3]([N:8]2[CH2:13][CH2:12][O:11][CH2:10][CH2:9]2)[CH2:4][CH2:5][CH2:6]1. (5) Given the reactants [CH:1]1([C:7]2[CH:8]=[C:9]([CH:12]=[CH:13][C:14]=2[O:15][CH2:16][CH2:17][N:18]2[CH2:23][CH2:22][O:21][CH2:20][CH2:19]2)[CH:10]=O)[CH2:6][CH2:5][CH2:4][CH2:3][CH2:2]1.[C:24]([NH:27][C:28]1[CH:36]=[C:35]2[C:31]([CH2:32][C:33](=[O:37])[NH:34]2)=[CH:30][CH:29]=1)(=[O:26])[CH3:25].N1CCCCC1, predict the reaction product. The product is: [CH:1]1([C:7]2[CH:8]=[C:9]([CH:12]=[CH:13][C:14]=2[O:15][CH2:16][CH2:17][N:18]2[CH2:23][CH2:22][O:21][CH2:20][CH2:19]2)[CH:10]=[C:32]2[C:31]3[C:35](=[CH:36][C:28]([NH:27][C:24](=[O:26])[CH3:25])=[CH:29][CH:30]=3)[NH:34][C:33]2=[O:37])[CH2:6][CH2:5][CH2:4][CH2:3][CH2:2]1.